Dataset: NCI-60 drug combinations with 297,098 pairs across 59 cell lines. Task: Regression. Given two drug SMILES strings and cell line genomic features, predict the synergy score measuring deviation from expected non-interaction effect. Drug 2: C1CCC(CC1)NC(=O)N(CCCl)N=O. Cell line: HT29. Synergy scores: CSS=32.5, Synergy_ZIP=-2.47, Synergy_Bliss=-1.97, Synergy_Loewe=-10.8, Synergy_HSA=-0.208. Drug 1: CCCS(=O)(=O)NC1=C(C(=C(C=C1)F)C(=O)C2=CNC3=C2C=C(C=N3)C4=CC=C(C=C4)Cl)F.